This data is from Catalyst prediction with 721,799 reactions and 888 catalyst types from USPTO. The task is: Predict which catalyst facilitates the given reaction. (1) Reactant: [NH:1]1[CH2:6][CH2:5][CH2:4][CH2:3][CH2:2]1.Cl.Cl[CH:9]([C:14]1[C:15](=[O:23])[C:16]([OH:22])=[C:17]([CH2:20][CH3:21])[NH:18][CH:19]=1)[C:10]([F:13])([F:12])[F:11]. Product: [CH2:20]([C:17]1[NH:18][CH:19]=[C:14]([CH:9]([N:1]2[CH2:6][CH2:5][CH2:4][CH2:3][CH2:2]2)[C:10]([F:13])([F:12])[F:11])[C:15](=[O:23])[C:16]=1[OH:22])[CH3:21]. The catalyst class is: 23. (2) Reactant: [NH2:1][C@H:2]([C:4]1[N:9]([C:10]2[CH:15]=[CH:14][CH:13]=[CH:12][CH:11]=2)[C:8](=[O:16])[C:7]2=[C:17]([CH3:20])[CH:18]=[CH:19][N:6]2[N:5]=1)[CH3:3].[Br:21][C:22]1[C:30]2[C:29](Cl)=[N:28][CH:27]=[N:26][C:25]=2[N:24]([CH2:32][O:33][CH2:34][CH2:35][Si:36]([CH3:39])([CH3:38])[CH3:37])[CH:23]=1.[F-].[Cs+].C(N(CC)C(C)C)(C)C. Product: [Br:21][C:22]1[C:30]2[C:29]([NH:1][C@H:2]([C:4]3[N:9]([C:10]4[CH:15]=[CH:14][CH:13]=[CH:12][CH:11]=4)[C:8](=[O:16])[C:7]4=[C:17]([CH3:20])[CH:18]=[CH:19][N:6]4[N:5]=3)[CH3:3])=[N:28][CH:27]=[N:26][C:25]=2[N:24]([CH2:32][O:33][CH2:34][CH2:35][Si:36]([CH3:39])([CH3:38])[CH3:37])[CH:23]=1. The catalyst class is: 51. (3) The catalyst class is: 49. Product: [CH3:1][O:2][C:3]1[C:11]([O:12][CH3:13])=[CH:10][C:9]2[C:5](=[CH:6][N:7]([CH2:35][O:34][CH2:33][CH2:32][Si:29]([CH3:31])([CH3:30])[CH3:28])[N:8]=2)[CH:4]=1. Reactant: [CH3:1][O:2][C:3]1[CH:4]=[C:5]2[C:9](=[CH:10][C:11]=1[O:12][CH3:13])[NH:8][N:7]=[CH:6]2.C1(C(N)C2CCCCC2)CCCCC1.[CH3:28][Si:29]([CH2:32][CH2:33][O:34][CH2:35]Cl)([CH3:31])[CH3:30]. (4) Reactant: [F:1][C:2]1[C:7]([I:8])=[C:6]([CH3:9])[CH:5]=[CH:4][C:3]=1[CH2:10][OH:11]. Product: [F:1][C:2]1[C:7]([I:8])=[C:6]([CH3:9])[CH:5]=[CH:4][C:3]=1[CH:10]=[O:11]. The catalyst class is: 742. (5) Reactant: [CH3:1][C:2]1[CH:3]=[C:4]([CH:8]=[CH:9][C:10]=1[N+:11]([O-:13])=[O:12])/[CH:5]=[N:6]/[OH:7].[Cl:14]N1C(=O)CCC1=O. Product: [OH:7]/[N:6]=[C:5](\[Cl:14])/[C:4]1[CH:8]=[CH:9][C:10]([N+:11]([O-:13])=[O:12])=[C:2]([CH3:1])[CH:3]=1. The catalyst class is: 9. (6) Reactant: [O:1]=[C:2]1[NH:7][C@H:6]([C:8]([O:10]CC2C=CC=CC=2)=[O:9])[CH2:5][O:4][CH2:3]1. Product: [O:1]=[C:2]1[NH:7][C@H:6]([C:8]([OH:10])=[O:9])[CH2:5][O:4][CH2:3]1. The catalyst class is: 19. (7) Reactant: [Cl:1][C:2]1[CH:7]=[CH:6][C:5]([S:8][C:9]2[C:10]3[C:27]([S:28]([CH3:31])(=[O:30])=[O:29])=[CH:26][CH:25]=[N:24][C:11]=3[N:12]3[C:17]=2[CH:16]([CH2:18][C:19]([O:21]CC)=[O:20])[CH2:15][CH2:14][CH2:13]3)=[CH:4][CH:3]=1.[OH-].[Na+]. Product: [Cl:1][C:2]1[CH:7]=[CH:6][C:5]([S:8][C:9]2[C:10]3[C:27]([S:28]([CH3:31])(=[O:30])=[O:29])=[CH:26][CH:25]=[N:24][C:11]=3[N:12]3[C:17]=2[CH:16]([CH2:18][C:19]([OH:21])=[O:20])[CH2:15][CH2:14][CH2:13]3)=[CH:4][CH:3]=1. The catalyst class is: 36. (8) Reactant: FC(F)(F)C(O)=O.[F:8][CH:9]([F:46])[C:10]([N:12]1[C@H:16]([CH2:17][F:18])[C@@H:15]([C:19]2[CH:24]=[CH:23][C:22]([C:25]3[CH:26]=[CH:27][C:28]([CH:31]([NH:33][C:34](=[O:43])[O:35][CH2:36][C:37]4[CH:42]=[CH:41][CH:40]=[CH:39][CH:38]=4)[CH3:32])=[N:29][CH:30]=3)=[CH:21][CH:20]=2)[O:14]C1(C)C)=[O:11]. Product: [F:46][CH:9]([F:8])[C:10]([NH:12][C@H:16]([CH2:17][F:18])[C@@H:15]([C:19]1[CH:20]=[CH:21][C:22]([C:25]2[CH:26]=[CH:27][C:28]([CH:31]([NH:33][C:34](=[O:43])[O:35][CH2:36][C:37]3[CH:38]=[CH:39][CH:40]=[CH:41][CH:42]=3)[CH3:32])=[N:29][CH:30]=2)=[CH:23][CH:24]=1)[OH:14])=[O:11]. The catalyst class is: 2. (9) Reactant: N#N.[CH3:3][C:4]1([C:9]2[N:10]=[C:11]([CH2:14][N:15]3[CH:19]=[C:18]([N+:20]([O-])=O)[CH:17]=[N:16]3)[S:12][CH:13]=2)[O:8][CH2:7][CH2:6][O:5]1.[NH4+].[Cl-]. Product: [CH3:3][C:4]1([C:9]2[N:10]=[C:11]([CH2:14][N:15]3[CH:19]=[C:18]([NH2:20])[CH:17]=[N:16]3)[S:12][CH:13]=2)[O:8][CH2:7][CH2:6][O:5]1. The catalyst class is: 314.